This data is from Reaction yield outcomes from USPTO patents with 853,638 reactions. The task is: Predict the reaction yield, written as a fraction of the theoretical maximum amount of product (1.0 means a 100% yield; for example, 0.34 means a 34% yield). (1) The reactants are F[C:2](F)(F)[C:3]([OH:5])=O.FC(F)(F)C(O)=O.[NH2:15][C:16]1[N:21]=[CH:20][N:19]=[C:18]2[N:22]([CH:26]([C:28]3[C:29](OCC)=[C:30]([CH:37]4[CH2:40][N:39]([C:41]([CH3:46])([CH3:45])[C:42]([OH:44])=O)[CH2:38]4)[C:31]([C:35]#[N:36])=[C:32]([Cl:34])[CH:33]=3)[CH3:27])[N:23]=[C:24]([CH3:25])[C:17]=12.N.C(O)C.C([N:56](CC)CC)C.F[P-](F)(F)(F)(F)F.N1(O[P+](N(C)C)(N(C)C)N(C)C)C2C=CC=CC=2N=N1. The catalyst is CN(C)C=O. The product is [NH2:15][C:16]1[N:21]=[CH:20][N:19]=[C:18]2[N:22]([CH:26]([C:28]3[C:29]([O:5][CH2:3][CH3:2])=[C:30]([CH:37]4[CH2:38][N:39]([C:41]([CH3:45])([CH3:46])[C:42]([NH2:56])=[O:44])[CH2:40]4)[C:31]([C:35]#[N:36])=[C:32]([Cl:34])[CH:33]=3)[CH3:27])[N:23]=[C:24]([CH3:25])[C:17]=12. The yield is 0.730. (2) The reactants are [Si:1]([O:8][CH2:9][C@H:10]1[C@H:14]([O:15][CH:16]2[CH2:21][CH2:20][CH2:19][CH2:18][O:17]2)[CH2:13][C@H:12]([OH:22])[C@@H:11]1[CH2:23]/[CH:24]=[CH:25]\[CH2:26][CH2:27][CH2:28][C:29]([O:31][CH3:32])=[O:30])([C:4]([CH3:7])([CH3:6])[CH3:5])([CH3:3])[CH3:2]. The catalyst is C(OCC)(=O)C.[Pd]. The product is [Si:1]([O:8][CH2:9][C@H:10]1[C@H:14]([O:15][CH:16]2[CH2:21][CH2:20][CH2:19][CH2:18][O:17]2)[CH2:13][C@H:12]([OH:22])[C@@H:11]1[CH2:23][CH2:24][CH2:25][CH2:26][CH2:27][CH2:28][C:29]([O:31][CH3:32])=[O:30])([C:4]([CH3:7])([CH3:6])[CH3:5])([CH3:2])[CH3:3]. The yield is 0.997. (3) The reactants are [Br:1]N1C(=O)CCC1=O.[Cl:9][C:10]1[CH:15]=[CH:14][C:13]([C:16]2[N:20]([CH3:21])[C:19]([C:22](=[O:25])[CH2:23][CH3:24])=[CH:18][C:17]=2[CH3:26])=[CH:12][CH:11]=1. The catalyst is C1COCC1.C(OCC)(=O)C. The product is [Br:1][C:18]1[C:17]([CH3:26])=[C:16]([C:13]2[CH:14]=[CH:15][C:10]([Cl:9])=[CH:11][CH:12]=2)[N:20]([CH3:21])[C:19]=1[C:22](=[O:25])[CH2:23][CH3:24]. The yield is 0.900. (4) The reactants are [O:1]1[CH:5]=[C:4]([C:6](Cl)=[O:7])[N:3]=[CH:2]1.[NH2:9][C:10]1[S:11][C:12]2[C:17]([N:18]=1)=[CH:16][CH:15]=[C:14]([O:19][C:20]1[CH:21]=[CH:22][C:23]([CH3:40])=[C:24]([NH:26][C:27](=[O:39])[C:28]3[CH:33]=[CH:32][CH:31]=[C:30]([C:34]4([C:37]#[N:38])[CH2:36][CH2:35]4)[CH:29]=3)[CH:25]=1)[N:13]=2. The catalyst is N1C=CC=CC=1. The product is [C:37]([C:34]1([C:30]2[CH:29]=[C:28]([CH:33]=[CH:32][CH:31]=2)[C:27]([NH:26][C:24]2[CH:25]=[C:20]([CH:21]=[CH:22][C:23]=2[CH3:40])[O:19][C:14]2[N:13]=[C:12]3[S:11][C:10]([NH:9][C:6]([C:4]4[N:3]=[CH:2][O:1][CH:5]=4)=[O:7])=[N:18][C:17]3=[CH:16][CH:15]=2)=[O:39])[CH2:36][CH2:35]1)#[N:38]. The yield is 0.770. (5) The reactants are O1CCCCC1[N:7]1[C:15]2[C:10](=[CH:11][C:12]([C:16]3[N:20]=[CH:19][N:18](C(C4C=CC=CC=4)(C4C=CC=CC=4)C4C=CC=CC=4)[N:17]=3)=[CH:13][CH:14]=2)[C:9]([C:40]2[CH:41]=[C:42]([NH2:46])[CH:43]=[CH:44][CH:45]=2)=[N:8]1.[CH3:47][O:48][C:49]1[CH:57]=[CH:56][C:52]([C:53](Cl)=[O:54])=[CH:51][CH:50]=1.O. The catalyst is N1C=CC=CC=1. The product is [NH:18]1[CH:19]=[N:20][C:16]([C:12]2[CH:11]=[C:10]3[C:15](=[CH:14][CH:13]=2)[NH:7][N:8]=[C:9]3[C:40]2[CH:41]=[C:42]([NH:46][C:53]([C:52]3[CH:56]=[CH:57][C:49]([O:48][CH3:47])=[CH:50][CH:51]=3)=[O:54])[CH:43]=[CH:44][CH:45]=2)=[N:17]1. The yield is 0.660. (6) The reactants are [O:1]=[C:2]1[NH:7][C:6]2[CH:8]=[C:9](C=O)[CH:10]=[CH:11][C:5]=2[O:4][CH2:3]1.COC1C=C2C(N=CC(SCCN3CCC(N)CC3)=N2)=CC=1.C(O)(=O)C.C([BH3-])#N.[Na+]. The catalyst is ClCCCl.CO. The product is [O:4]1[C:5]2[CH:11]=[CH:10][CH:9]=[CH:8][C:6]=2[NH:7][C:2](=[O:1])[CH2:3]1. The yield is 0.520.